From a dataset of Reaction yield outcomes from USPTO patents with 853,638 reactions. Predict the reaction yield, written as a fraction of the theoretical maximum amount of product (1.0 means a 100% yield; for example, 0.34 means a 34% yield). (1) The reactants are Br[C:2]1[CH:7]=[N:6][C:5]([N:8]2[CH2:13][CH2:12][CH:11]([CH2:14][CH2:15][NH:16][C:17](=[O:22])[C:18]([CH3:21])([CH3:20])[CH3:19])[CH2:10][CH2:9]2)=[C:4]2[S:23][C:24]([C:26]([NH2:28])=[O:27])=[CH:25][C:3]=12. The catalyst is CO.[Pd]. The product is [C:17]([NH:16][CH2:15][CH2:14][CH:11]1[CH2:12][CH2:13][N:8]([C:5]2[N:6]=[CH:7][CH:2]=[C:3]3[CH:25]=[C:24]([C:26]([NH2:28])=[O:27])[S:23][C:4]=23)[CH2:9][CH2:10]1)(=[O:22])[C:18]([CH3:20])([CH3:21])[CH3:19]. The yield is 0.100. (2) The reactants are [CH3:1][C:2]1[NH:6][N:5]=[C:4]([NH2:7])[CH:3]=1.CCN(C(C)C)C(C)C.Cl[C:18]1[C:19]2[S:36][CH:35]=[CH:34][C:20]=2[N:21]=[C:22]([C:24]([F:33])([F:32])[C:25]2[CH:30]=[CH:29][C:28]([F:31])=[CH:27][N:26]=2)[N:23]=1. The catalyst is CN(C=O)C. The product is [F:33][C:24]([F:32])([C:25]1[CH:30]=[CH:29][C:28]([F:31])=[CH:27][N:26]=1)[C:22]1[N:23]=[C:18]([NH:7][C:4]2[CH:3]=[C:2]([CH3:1])[NH:6][N:5]=2)[C:19]2[S:36][CH:35]=[CH:34][C:20]=2[N:21]=1. The yield is 0.470. (3) The reactants are FC(F)(F)C(O)=O.[CH3:8][O:9][C:10](=[O:26])[C:11]1[CH:16]=[CH:15][C:14]([CH2:17][C:18]([O:20]C(C)(C)C)=[O:19])=[C:13]([CH3:25])[CH:12]=1. The catalyst is ClCCl. The product is [CH3:8][O:9][C:10](=[O:26])[C:11]1[CH:16]=[CH:15][C:14]([CH2:17][C:18]([OH:20])=[O:19])=[C:13]([CH3:25])[CH:12]=1. The yield is 0.810. (4) The reactants are Br[C:2]1[CH:7]=[CH:6][C:5]([C:8]2[O:12][CH:11]=[N:10][CH:9]=2)=[CH:4][CH:3]=1.[CH3:13][C:14]1([CH3:30])[C:18]([CH3:20])([CH3:19])[O:17][B:16]([B:16]2[O:17][C:18]([CH3:20])([CH3:19])[C:14]([CH3:30])([CH3:13])[O:15]2)[O:15]1.C([O-])(=O)C.[K+].[OH-].[Na+]. The catalyst is C1(P(C2C=CC=CC=2)[C-]2C=CC=C2)C=CC=CC=1.[C-]1(P(C2C=CC=CC=2)C2C=CC=CC=2)C=CC=C1.[Fe+2].C(OCC)(=O)C.O1CCOCC1. The product is [CH3:13][C:14]1([CH3:30])[C:18]([CH3:20])([CH3:19])[O:17][B:16]([C:2]2[CH:7]=[CH:6][C:5]([C:8]3[O:12][CH:11]=[N:10][CH:9]=3)=[CH:4][CH:3]=2)[O:15]1. The yield is 0.320. (5) The reactants are [CH2:1]([O:3][C:4]1[CH:11]=[CH:10][CH:9]=[CH:8][C:5]=1[C:6]#[N:7])[CH3:2].[NH4+:12].[Cl-].C[Al](C)C. The catalyst is C1(C)C=CC=CC=1. The product is [CH2:1]([O:3][C:4]1[CH:11]=[CH:10][CH:9]=[CH:8][C:5]=1[C:6]([NH2:12])=[NH:7])[CH3:2]. The yield is 0.754. (6) The reactants are [CH:1]([Si:4](Cl)([CH:8]([CH3:10])[CH3:9])[CH:5]([CH3:7])[CH3:6])([CH3:3])[CH3:2].[NH2:12][C:13]1[C:18]([CH2:19][OH:20])=[CH:17][C:16]([Br:21])=[CH:15][N:14]=1.N1C=CN=C1. The catalyst is CN(C=O)C.C(OCC)(=O)C. The product is [Br:21][C:16]1[CH:17]=[C:18]([CH2:19][O:20][Si:4]([CH:8]([CH3:10])[CH3:9])([CH:5]([CH3:7])[CH3:6])[CH:1]([CH3:3])[CH3:2])[C:13]([NH2:12])=[N:14][CH:15]=1. The yield is 0.690. (7) The reactants are Br[C:2]1[CH:7]=[C:6]([N+:8]([O-:10])=[O:9])[C:5]([NH2:11])=[C:4]([CH3:12])[CH:3]=1.[C:13]([N:16]1[CH2:21][CH2:20][NH:19][CH2:18][CH2:17]1)(=[O:15])[CH3:14].C(P(C(C)(C)C)C(C)(C)C)(C)(C)C.CC(C)([O-])C.[Na+]. The catalyst is C1(C)C=CC=CC=1.CCOC(C)=O.C([O-])(=O)C.[Pd+2].C([O-])(=O)C. The product is [NH2:11][C:5]1[C:6]([N+:8]([O-:10])=[O:9])=[CH:7][C:2]([N:19]2[CH2:20][CH2:21][N:16]([C:13](=[O:15])[CH3:14])[CH2:17][CH2:18]2)=[CH:3][C:4]=1[CH3:12]. The yield is 0.700. (8) The reactants are [CH2:1]([O:3][C:4](=[O:13])[CH2:5][C:6]1[CH:11]=[CH:10][CH:9]=[C:8]([NH2:12])[CH:7]=1)[CH3:2].[N:14]([O-])=O.[Na+].[ClH:18]. No catalyst specified. The product is [ClH:18].[CH2:1]([O:3][C:4](=[O:13])[CH2:5][C:6]1[CH:11]=[CH:10][CH:9]=[C:8]([NH:12][NH2:14])[CH:7]=1)[CH3:2]. The yield is 0.880.